This data is from Peptide-MHC class II binding affinity with 134,281 pairs from IEDB. The task is: Regression. Given a peptide amino acid sequence and an MHC pseudo amino acid sequence, predict their binding affinity value. This is MHC class II binding data. (1) The peptide sequence is QNHGYTIPVVNIEVSP. The MHC is H-2-IAb with pseudo-sequence YSYFLASGGQVVHVLYFGYTYHDIRTETVHGPHT. The binding affinity (normalized) is 0.555. (2) The peptide sequence is EKKYFAATQFWPLAA. The MHC is HLA-DQA10301-DQB10302 with pseudo-sequence HLA-DQA10301-DQB10302. The binding affinity (normalized) is 0.204. (3) The peptide sequence is DVGFPGGGQIVGGVY. The MHC is HLA-DQA10501-DQB10301 with pseudo-sequence HLA-DQA10501-DQB10301. The binding affinity (normalized) is 0.786. (4) The peptide sequence is ADKVAYALAQGLKVI. The MHC is DRB5_0101 with pseudo-sequence DRB5_0101. The binding affinity (normalized) is 0.649. (5) The peptide sequence is AIKAGTGGAYESYKF. The MHC is DRB3_0101 with pseudo-sequence DRB3_0101. The binding affinity (normalized) is 0.161. (6) The MHC is HLA-DQA10301-DQB10302 with pseudo-sequence HLA-DQA10301-DQB10302. The binding affinity (normalized) is 0.329. The peptide sequence is AQAVYDFRSIVDYLR.